Dataset: Forward reaction prediction with 1.9M reactions from USPTO patents (1976-2016). Task: Predict the product of the given reaction. (1) Given the reactants F[C:2]1[CH:9]=[CH:8][C:7]([O:10][CH3:11])=[CH:6][C:3]=1[CH:4]=O.[CH2:12]([O:14][C:15](=[O:18])[CH2:16][SH:17])[CH3:13].C([O-])([O-])=O.[K+].[K+], predict the reaction product. The product is: [CH2:12]([O:14][C:15]([C:16]1[S:17][C:2]2[CH:9]=[CH:8][C:7]([O:10][CH3:11])=[CH:6][C:3]=2[CH:4]=1)=[O:18])[CH3:13]. (2) Given the reactants [Br:1][C:2]1[C:3]([NH2:14])=[N:4][C:5]([N:9]2[CH:13]=[CH:12][CH:11]=[N:10]2)=[N:6][C:7]=1Cl.[C:15]1([SH:21])[CH:20]=[CH:19][CH:18]=[CH:17][CH:16]=1.C([O-])([O-])=O.[Cs+].[Cs+].O, predict the reaction product. The product is: [Br:1][C:2]1[C:3]([NH2:14])=[N:4][C:5]([N:9]2[CH:13]=[CH:12][CH:11]=[N:10]2)=[N:6][C:7]=1[S:21][C:15]1[CH:20]=[CH:19][CH:18]=[CH:17][CH:16]=1.